This data is from Catalyst prediction with 721,799 reactions and 888 catalyst types from USPTO. The task is: Predict which catalyst facilitates the given reaction. (1) Reactant: [Br:1][C:2]1[CH:3]=[C:4]([CH2:8]O)[CH:5]=[N:6][CH:7]=1.[C:10]1(=[O:20])[NH:14][C:13](=[O:15])[C:12]2=[CH:16][CH:17]=[CH:18][CH:19]=[C:11]12.C1C=CC(P(C2C=CC=CC=2)C2C=CC=CC=2)=CC=1.CCOC(/N=N/C(OCC)=O)=O. Product: [Br:1][C:2]1[CH:3]=[C:4]([CH2:8][N:14]2[C:10](=[O:20])[C:11]3[C:12](=[CH:16][CH:17]=[CH:18][CH:19]=3)[C:13]2=[O:15])[CH:5]=[N:6][CH:7]=1. The catalyst class is: 1. (2) Reactant: [CH3:1][CH:2]1[CH2:7][NH:6][CH2:5][CH:4]([CH3:8])[NH:3]1.F[C:10]1[CH:20]=[CH:19][C:13]([C:14]([O:16][CH2:17][CH3:18])=[O:15])=[CH:12][CH:11]=1. Product: [CH3:8][CH:4]1[NH:3][CH:2]([CH3:1])[CH2:7][N:6]([C:10]2[CH:20]=[CH:19][C:13]([C:14]([O:16][CH2:17][CH3:18])=[O:15])=[CH:12][CH:11]=2)[CH2:5]1. The catalyst class is: 16. (3) Reactant: [NH2:1][C:2]1[CH:9]=[CH:8][C:5]([C:6]#[N:7])=[CH:4][CH:3]=1.[CH:10]1([CH:13]=O)[CH2:12][CH2:11]1.[CH:15](/[NH:18][C:19](=[O:28])[O:20][CH2:21][C:22]1[CH:27]=[CH:26][CH:25]=[CH:24][CH:23]=1)=[CH:16]\[CH3:17]. Product: [C:6]([C:5]1[CH:4]=[C:3]2[C:2](=[CH:9][CH:8]=1)[NH:1][C@@H:13]([CH:10]1[CH2:11][CH2:12]1)[C@H:16]([CH3:17])[C@H:15]2[NH:18][C:19](=[O:28])[O:20][CH2:21][C:22]1[CH:23]=[CH:24][CH:25]=[CH:26][CH:27]=1)#[N:7]. The catalyst class is: 4. (4) Reactant: Cl[C:2]1[C:3]2[CH2:11][N:10]([C:12]3[CH:17]=[CH:16][C:15]([CH3:18])=[CH:14][N:13]=3)[CH2:9][CH2:8][C:4]=2[N:5]=[CH:6][N:7]=1.[NH2:19][C@@H:20]([C:23]1[CH:28]=[CH:27][C:26]([C:29]([F:32])([F:31])[F:30])=[CH:25][CH:24]=1)[CH2:21][OH:22].C(N(CC)C(C)C)(C)C.NO.C([O-])([O-])=O.[Na+].[Na+]. Product: [CH3:18][C:15]1[CH:16]=[CH:17][C:12]([N:10]2[CH2:9][CH2:8][C:4]3[N:5]=[CH:6][N:7]=[C:2]([NH:19][C@@H:20]([C:23]4[CH:24]=[CH:25][C:26]([C:29]([F:30])([F:31])[F:32])=[CH:27][CH:28]=4)[CH2:21][OH:22])[C:3]=3[CH2:11]2)=[N:13][CH:14]=1. The catalyst class is: 290. (5) The catalyst class is: 8. Reactant: [Cl:1][C:2]1[CH:7]=[CH:6][C:5]([C:8]([F:23])([F:22])[C:9]2[CH:21]=[CH:20][C:12]([O:13][C:14]([CH3:19])([CH3:18])[C:15]([O-:17])=[O:16])=[CH:11][CH:10]=2)=[CH:4][CH:3]=1.[Na+].Cl. Product: [Cl:1][C:2]1[CH:3]=[CH:4][C:5]([C:8]([F:22])([F:23])[C:9]2[CH:10]=[CH:11][C:12]([O:13][C:14]([CH3:19])([CH3:18])[C:15]([OH:17])=[O:16])=[CH:20][CH:21]=2)=[CH:6][CH:7]=1. (6) Product: [F:1][C:2]1[CH:3]=[C:4]([C:8]2[C:17]([CH3:18])=[CH:16][C:15]3[C:10](=[CH:11][CH:12]=[C:13]([OH:19])[CH:14]=3)[C:9]=2[O:20][C:21]2[CH:28]=[CH:27][C:24]([C:25]([O:40][CH3:39])=[O:26])=[C:23]([C:29]([F:30])([F:31])[F:32])[CH:22]=2)[CH:5]=[CH:6][CH:7]=1. The catalyst class is: 2. Reactant: [F:1][C:2]1[CH:3]=[C:4]([C:8]2[C:17]([CH3:18])=[CH:16][C:15]3[C:10](=[CH:11][CH:12]=[C:13]([OH:19])[CH:14]=3)[C:9]=2[O:20][C:21]2[CH:28]=[CH:27][C:24]([CH:25]=[O:26])=[C:23]([C:29]([F:32])([F:31])[F:30])[CH:22]=2)[CH:5]=[CH:6][CH:7]=1.B(Br)(Br)Br.Cl.C[CH2:39][O:40]C(C)=O. (7) Reactant: [CH2:1]([O:3][CH:4]([O:21][CH2:22][CH3:23])[C:5]1[O:13][C:12]2[C:11]([C:14]3[CH:19]=[CH:18][C:17]([OH:20])=[CH:16][CH:15]=3)=[CH:10][N:9]=[CH:8][C:7]=2[CH:6]=1)[CH3:2].I[CH:25]([CH3:27])[CH3:26].C(=O)([O-])[O-].[K+].[K+]. Product: [CH2:22]([O:21][CH:4]([O:3][CH2:1][CH3:2])[C:5]1[O:13][C:12]2[C:11]([C:14]3[CH:19]=[CH:18][C:17]([O:20][CH:25]([CH3:27])[CH3:26])=[CH:16][CH:15]=3)=[CH:10][N:9]=[CH:8][C:7]=2[CH:6]=1)[CH3:23]. The catalyst class is: 16. (8) The catalyst class is: 47. Reactant: [CH3:16][C:11]1([CH3:17])[C:12]([CH3:15])([CH3:14])[O:13][B:9]([B:9]2[O:13][C:12]([CH3:15])([CH3:14])[C:11]([CH3:17])([CH3:16])[O:10]2)[O:10]1.[NH2:19][C:20](=[O:47])[C@@H:21]([NH:30][C:31]([C:33]1([NH:39][C:40](=[O:46])[O:41][C:42]([CH3:45])([CH3:44])[CH3:43])[CH2:38][CH2:37][O:36][CH2:35][CH2:34]1)=[O:32])[CH2:22][C:23]1[CH:28]=[CH:27][C:26](I)=[CH:25][CH:24]=1.C([O-])(=O)C.[K+]. Product: [NH2:19][C:20](=[O:47])[C@@H:21]([NH:30][C:31]([C:33]1([NH:39][C:40](=[O:46])[O:41][C:42]([CH3:43])([CH3:45])[CH3:44])[CH2:34][CH2:35][O:36][CH2:37][CH2:38]1)=[O:32])[CH2:22][C:23]1[CH:28]=[CH:27][C:26]([B:9]2[O:10][C:11]([CH3:16])([CH3:17])[C:12]([CH3:14])([CH3:15])[O:13]2)=[CH:25][CH:24]=1. (9) Reactant: [O:1]=[S:2]1(=[O:28])[C:7]2[CH:8]=[CH:9][CH:10]=[CH:11][C:6]=2[NH:5][C:4]([C:12]2[C:17](=[O:18])[N:16]([N:19]=[CH:20][CH:21]([CH3:23])[CH3:22])[C:15]3[CH:24]=[CH:25][S:26][C:14]=3[C:13]=2[OH:27])=[N:3]1.CO.[BH4-].[Li+].Cl. Product: [O:28]=[S:2]1(=[O:1])[C:7]2[CH:8]=[CH:9][CH:10]=[CH:11][C:6]=2[NH:5][C:4]([C:12]2[C:17](=[O:18])[N:16]([NH:19][CH2:20][C:21]3[CH:22]=[C:12]([CH:13]=[CH:14][CH:23]=3)[C:4]#[N:3])[C:15]3[CH:24]=[CH:25][S:26][C:14]=3[C:13]=2[OH:27])=[N:3]1. The catalyst class is: 30. (10) Reactant: C(=O)([O-])[O-].[K+].[K+].[CH2:7]([N:9]=[C:10]=[O:11])[CH3:8].[Cl:12][C:13]1[CH:18]=[CH:17][C:16]([C:19]2[NH:23][N:22]=[C:21]([O:24][C:25]3[C:30]([Cl:31])=[CH:29][C:28]([C:32]([F:35])([F:34])[F:33])=[CH:27][C:26]=3[Cl:36])[CH:20]=2)=[CH:15][CH:14]=1.Cl. Product: [CH2:7]([NH:9][C:10]([N:23]1[C:19]([C:16]2[CH:17]=[CH:18][C:13]([Cl:12])=[CH:14][CH:15]=2)=[CH:20][C:21]([O:24][C:25]2[C:30]([Cl:31])=[CH:29][C:28]([C:32]([F:35])([F:34])[F:33])=[CH:27][C:26]=2[Cl:36])=[N:22]1)=[O:11])[CH3:8]. The catalyst class is: 13.